Dataset: Retrosynthesis with 50K atom-mapped reactions and 10 reaction types from USPTO. Task: Predict the reactants needed to synthesize the given product. The reactants are: CCOC(=O)COc1ccc(CN(CCOC)c2cncc(-c3ccc(C(F)(F)F)cc3)n2)cc1C. Given the product COCCN(Cc1ccc(OCC(=O)O)c(C)c1)c1cncc(-c2ccc(C(F)(F)F)cc2)n1, predict the reactants needed to synthesize it.